This data is from Forward reaction prediction with 1.9M reactions from USPTO patents (1976-2016). The task is: Predict the product of the given reaction. (1) Given the reactants Cl[C:2]1[N:3]=[C:4]([N:11]2[CH2:16][CH2:15][O:14][CH2:13][CH2:12]2)[C:5]2[CH:10]=[CH:9][NH:8][C:6]=2[N:7]=1.[NH:17]1[C:25]2[C:20](=[C:21](B3OC(C)(C)C(C)(C)O3)[CH:22]=[CH:23][CH:24]=2)[CH:19]=[N:18]1, predict the reaction product. The product is: [NH:17]1[C:25]2[C:20](=[C:21]([C:2]3[N:3]=[C:4]([N:11]4[CH2:16][CH2:15][O:14][CH2:13][CH2:12]4)[C:5]4[CH:10]=[CH:9][NH:8][C:6]=4[N:7]=3)[CH:22]=[CH:23][CH:24]=2)[CH:19]=[N:18]1. (2) Given the reactants [CH3:1][C:2]1[C:6]([C:7]2[C:16]3[O:15][CH2:14][C@H:13]([C:17]4[CH:22]=[CH:21][CH:20]=[CH:19][N:18]=4)[N:12]4[C:23](=[O:25])[NH:24][C:10]([C:11]=34)=[C:9]([CH:26]=C)[CH:8]=2)=[C:5]([CH3:28])[O:4][N:3]=1.I([O-])(=O)(=O)=[O:30].[Na+], predict the reaction product. The product is: [CH3:1][C:2]1[C:6]([C:7]2[C:16]3[O:15][CH2:14][C@H:13]([C:17]4[CH:22]=[CH:21][CH:20]=[CH:19][N:18]=4)[N:12]4[C:23](=[O:25])[NH:24][C:10]([C:11]=34)=[C:9]([CH:26]=[O:30])[CH:8]=2)=[C:5]([CH3:28])[O:4][N:3]=1. (3) Given the reactants BrBr.[C:3]([C:6]1[CH:12]=[CH:11][C:9]([NH2:10])=[CH:8][CH:7]=1)(=[O:5])[CH3:4].[S-:13][C:14]#[N:15].[Na+], predict the reaction product. The product is: [NH2:15][C:14]1[S:13][C:8]2[CH:7]=[C:6]([C:3](=[O:5])[CH3:4])[CH:12]=[CH:11][C:9]=2[N:10]=1. (4) Given the reactants [CH:1]([O:4][C:5]1[CH:14]=[C:13]([C:15]([F:18])([F:17])[F:16])[C:12]2[C:11]3[O:19][C@H:20]4[CH2:25][CH2:24][CH2:23][C@H:21]4[NH:22][C:10]=3[CH:9]=[CH:8][C:7]=2[N:6]=1)([CH3:3])[CH3:2].[BH4-].[Na+], predict the reaction product. The product is: [CH:1]([O:4][C:5]1[CH:14]=[C:13]([C:15]([F:17])([F:16])[F:18])[C:12]2[C:11]3[O:19][C@H:20]4[CH2:25][CH2:24][CH2:23][C@H:21]4[N:22]([CH2:13][C:15]([F:18])([F:17])[F:16])[C:10]=3[CH:9]=[CH:8][C:7]=2[N:6]=1)([CH3:3])[CH3:2]. (5) Given the reactants [H-].[Na+].[OH:3][CH2:4][C:5]1[CH:6]=[CH:7][C:8]([O:13][C:14]2[CH:15]=[N:16][C:17]([C:20]([F:23])([F:22])[F:21])=[CH:18][CH:19]=2)=[C:9]([CH:12]=1)[C:10]#[N:11].Cl[C:25]1[CH:26]=[C:27]2[N:34]([C:35]([O:37][C:38]([CH3:41])([CH3:40])[CH3:39])=[O:36])[CH2:33][CH2:32][N:28]2[C:29](=[O:31])[N:30]=1, predict the reaction product. The product is: [C:10]([C:9]1[CH:12]=[C:5]([CH:6]=[CH:7][C:8]=1[O:13][C:14]1[CH:15]=[N:16][C:17]([C:20]([F:23])([F:21])[F:22])=[CH:18][CH:19]=1)[CH2:4][O:3][C:25]1[CH:26]=[C:27]2[N:34]([C:35]([O:37][C:38]([CH3:41])([CH3:40])[CH3:39])=[O:36])[CH2:33][CH2:32][N:28]2[C:29](=[O:31])[N:30]=1)#[N:11].